This data is from Reaction yield outcomes from USPTO patents with 853,638 reactions. The task is: Predict the reaction yield, written as a fraction of the theoretical maximum amount of product (1.0 means a 100% yield; for example, 0.34 means a 34% yield). The catalyst is CC#N. The product is [CH3:13][O:14][C:15]([C@H:17]1[CH2:22][CH2:21][C@H:20]([CH2:23][N:24]2[C:25](=[O:34])[CH2:26][C:27]3[CH:32]=[CH:31][CH:30]=[CH:29][C:28]=3[NH:33][C:2]2=[O:4])[CH2:19][CH2:18]1)=[O:16]. The yield is 0.300. The reactants are Cl[C:2](Cl)([O:4]C(=O)OC(Cl)(Cl)Cl)Cl.[CH3:13][O:14][C:15]([C@H:17]1[CH2:22][CH2:21][C@H:20]([CH2:23][NH:24][C:25](=[O:34])[CH2:26][C:27]2[CH:32]=[CH:31][CH:30]=[CH:29][C:28]=2[NH2:33])[CH2:19][CH2:18]1)=[O:16].